This data is from Catalyst prediction with 721,799 reactions and 888 catalyst types from USPTO. The task is: Predict which catalyst facilitates the given reaction. (1) Reactant: Cl[C:2]1[C:7]([I:8])=[CH:6][N:5]=[C:4]([S:9][CH3:10])[N:3]=1.C(N(CC)CC)C.Cl.[NH2:19][C@@H:20]1[CH2:24][C@@H:23]([CH2:25][OH:26])[C@@H:22]([OH:27])[C@H:21]1[OH:28]. Product: [OH:26][CH2:25][C@H:23]1[CH2:24][C@@H:20]([NH:19][C:2]2[C:7]([I:8])=[CH:6][N:5]=[C:4]([S:9][CH3:10])[N:3]=2)[C@H:21]([OH:28])[C@@H:22]1[OH:27]. The catalyst class is: 8. (2) Reactant: [CH:1]1([C:6]([CH:9]2[CH2:33][C:32]([CH3:35])([CH3:34])[C:12]3[CH:13]=[C:14]4[C:22](=[CH:23][C:11]=3[C:10]2([CH3:37])[CH3:36])[CH2:21][C:20]2[CH:19]=[C:18]3[C:24]([CH3:31])([CH3:30])[CH2:25][CH2:26][C:27]([CH3:29])([CH3:28])[C:17]3=[CH:16][C:15]4=2)([CH3:8])[CH3:7])[CH:5]=[CH:4][CH:3]=[CH:2]1.[Li]CCCC.Cl[Si:44]([CH3:47])([CH3:46])[CH3:45]. Product: [CH3:45][Si:44]([CH3:47])([CH3:46])[C:3]1[CH:4]=[CH:5][CH:1]([C:6]([CH:9]2[CH2:33][C:32]([CH3:35])([CH3:34])[C:12]3[CH:13]=[C:14]4[C:22](=[CH:23][C:11]=3[C:10]2([CH3:37])[CH3:36])[CH2:21][C:20]2[CH:19]=[C:18]3[C:24]([CH3:31])([CH3:30])[CH2:25][CH2:26][C:27]([CH3:29])([CH3:28])[C:17]3=[CH:16][C:15]4=2)([CH3:8])[CH3:7])[CH:2]=1. The catalyst class is: 1. (3) Reactant: N[CH2:2][CH2:3][C:4]1[N:5]=[C:6]([C:32]2[CH:37]=[CH:36][C:35]([CH3:38])=[CH:34][CH:33]=2)[N:7]([CH:9]([C:13]2[N:22]([CH2:23][C:24]3[CH:29]=[CH:28][CH:27]=[CH:26][CH:25]=3)[C:21](=[O:30])[C:20]3[C:15](=[CH:16][C:17]([Cl:31])=[CH:18][CH:19]=3)[N:14]=2)[CH:10]([CH3:12])[CH3:11])[CH:8]=1.C(=O)([O-])[O-].[K+].[K+].Br[CH2:46][C:47]([O:49][C:50]([CH3:53])([CH3:52])[CH3:51])=[O:48].C[N:55](C=O)C. Product: [C:50]([O:49][C:47](=[O:48])[CH2:46][NH:55][CH:3]([C:4]1[N:5]=[C:6]([C:32]2[CH:37]=[CH:36][C:35]([CH3:38])=[CH:34][CH:33]=2)[N:7]([CH:9]([C:13]2[N:22]([CH2:23][C:24]3[CH:25]=[CH:26][CH:27]=[CH:28][CH:29]=3)[C:21](=[O:30])[C:20]3[C:15](=[CH:16][C:17]([Cl:31])=[CH:18][CH:19]=3)[N:14]=2)[CH:10]([CH3:11])[CH3:12])[CH:8]=1)[CH3:2])([CH3:53])([CH3:52])[CH3:51]. The catalyst class is: 6.